Dataset: Peptide-MHC class I binding affinity with 185,985 pairs from IEDB/IMGT. Task: Regression. Given a peptide amino acid sequence and an MHC pseudo amino acid sequence, predict their binding affinity value. This is MHC class I binding data. The peptide sequence is ALYLLDGLR. The MHC is HLA-B58:01 with pseudo-sequence HLA-B58:01. The binding affinity (normalized) is 0.0847.